Dataset: Full USPTO retrosynthesis dataset with 1.9M reactions from patents (1976-2016). Task: Predict the reactants needed to synthesize the given product. (1) Given the product [NH2:6][C@@H:7]([CH2:23][C:24]1[CH:29]=[CH:28][C:27]([OH:30])=[C:26]([OH:31])[CH:25]=1)[C:8]([O:10][CH2:11][C@H:12]([O:14][C:15]([C:17]1[CH:22]=[CH:21][CH:20]=[CH:19][CH:18]=1)=[O:16])[CH3:13])=[O:9], predict the reactants needed to synthesize it. The reactants are: S(O)(=O)(=O)C.[NH2:6][C@@H:7]([CH2:23][C:24]1[CH:29]=[CH:28][C:27]([OH:30])=[C:26]([OH:31])[CH:25]=1)[C:8]([O:10][CH2:11][C@H:12]([O:14][C:15]([C:17]1[CH:22]=[CH:21][CH:20]=[CH:19][CH:18]=1)=[O:16])[CH3:13])=[O:9].C(OC(N[C@@H](CC1C=CC(O)=C(O)C=1)C(OC[C@H](OC(C1C=CC=CC=1)=O)C)=O)=O)(C)(C)C.ClCCl. (2) The reactants are: CO[C:3]([C:5]1[N:6]=[C:7]([C:23]#[N:24])[C:8]2[C:13]([C:14]=1[OH:15])=[CH:12][CH:11]=[C:10]([O:16][C:17]1[CH:22]=[CH:21][CH:20]=[CH:19][CH:18]=1)[CH:9]=2)=[O:4].[NH2:25][CH2:26][C@H:27]([NH:31][C:32]([O:34][CH2:35][C:36]1[CH:41]=[CH:40][CH:39]=[CH:38][CH:37]=1)=[O:33])[C:28]([OH:30])=[O:29].C[O-].[Na+]. Given the product [CH2:35]([O:34][C:32]([NH:31][C@@H:27]([CH2:26][NH:25][C:3]([C:5]1[N:6]=[C:7]([C:23]#[N:24])[C:8]2[C:13]([C:14]=1[OH:15])=[CH:12][CH:11]=[C:10]([O:16][C:17]1[CH:18]=[CH:19][CH:20]=[CH:21][CH:22]=1)[CH:9]=2)=[O:4])[C:28]([OH:30])=[O:29])=[O:33])[C:36]1[CH:37]=[CH:38][CH:39]=[CH:40][CH:41]=1, predict the reactants needed to synthesize it. (3) Given the product [Cl:1][C:2]1[CH:3]=[CH:4][C:5]2[NH:11][C:10]3[CH:12]=[CH:13][CH:14]=[CH:15][C:9]=3[C:8]([N:22]3[CH2:23][CH2:24][N:19]([CH3:18])[CH2:20][CH2:21]3)=[N:7][C:6]=2[CH:17]=1, predict the reactants needed to synthesize it. The reactants are: [Cl:1][C:2]1[CH:3]=[CH:4][C:5]2[NH:11][C:10]3[CH:12]=[CH:13][CH:14]=[CH:15][C:9]=3[C:8](Cl)=[N:7][C:6]=2[CH:17]=1.[CH3:18][N:19]1[CH2:24][CH2:23][NH:22][CH2:21][CH2:20]1.C(N(C(C)C)CC)(C)C. (4) Given the product [CH3:41][O:42][C:43](=[O:51])[C:44]1[CH:49]=[CH:48][C:47]([N:27]2[C:17]3[N:18]=[C:19]([N:21]4[CH2:26][CH2:25][O:24][CH2:23][CH2:22]4)[N:20]=[C:15]([C:12]4[CH:11]=[N:10][C:9]([N:8]([CH2:7][C:6]5[CH:5]=[CH:4][C:3]([O:2][CH3:1])=[CH:40][CH:39]=5)[CH2:30][C:31]5[CH:32]=[CH:33][C:34]([O:37][CH3:38])=[CH:35][CH:36]=5)=[N:14][CH:13]=4)[C:16]=3[CH2:29][CH2:28]2)=[CH:46][CH:45]=1, predict the reactants needed to synthesize it. The reactants are: [CH3:1][O:2][C:3]1[CH:40]=[CH:39][C:6]([CH2:7][N:8]([CH2:30][C:31]2[CH:36]=[CH:35][C:34]([O:37][CH3:38])=[CH:33][CH:32]=2)[C:9]2[N:14]=[CH:13][C:12]([C:15]3[C:16]4[CH2:29][CH2:28][NH:27][C:17]=4[N:18]=[C:19]([N:21]4[CH2:26][CH2:25][O:24][CH2:23][CH2:22]4)[N:20]=3)=[CH:11][N:10]=2)=[CH:5][CH:4]=1.[CH3:41][O:42][C:43](=[O:51])[C:44]1[CH:49]=[CH:48][C:47](Br)=[CH:46][CH:45]=1.COC1C=CC=C(OC)C=1C1C=CC=CC=1P(C1CCCCC1)C1CCCCC1.P([O-])([O-])([O-])=O.[K+].[K+].[K+]. (5) The reactants are: [C:1](=O)([O-])[O-:2].[K+].[K+].[CH3:7][O:8][C:9](=[O:12])[CH2:10]I.[CH3:13][O:14][C:15]1[CH:21]=[CH:20][C:19]([CH2:22][S:23]([CH2:26][CH2:27][C:28]2[C:33]([O:34][CH3:35])=[CH:32][C:31]([O:36][CH3:37])=[CH:30][C:29]=2[O:38][CH3:39])(=[O:25])=[O:24])=[CH:18][C:16]=1[NH2:17].C[C:41]([CH3:43])=[O:42]. Given the product [CH3:13][O:14][C:15]1[CH:21]=[CH:20][C:19]([CH2:22][S:23]([CH2:26][CH2:27][C:28]2[C:29]([O:38][CH3:39])=[CH:30][C:31]([O:36][CH3:37])=[CH:32][C:33]=2[O:34][CH3:35])(=[O:25])=[O:24])=[CH:18][C:16]=1[N:17]([CH2:43][C:41]([O:2][CH3:1])=[O:42])[CH2:10][C:9]([O:8][CH3:7])=[O:12], predict the reactants needed to synthesize it. (6) Given the product [CH:23]1([CH2:22][O:12][C:5]2[CH:6]=[C:7]([CH:10]=[CH:11][C:4]=2[O:3][CH:2]([F:13])[F:1])[CH:8]=[O:9])[CH2:25][CH2:24]1, predict the reactants needed to synthesize it. The reactants are: [F:1][CH:2]([F:13])[O:3][C:4]1[CH:11]=[CH:10][C:7]([CH:8]=[O:9])=[CH:6][C:5]=1[OH:12].C(=O)([O-])[O-].[K+].[K+].BrC[CH2:22][CH:23]1[CH2:25][CH2:24]1. (7) Given the product [Cl:1][C:2]1[CH:10]=[CH:9][C:5]([C:6]([C:19]2[CH:20]=[C:15]([C:11]([CH3:13])([CH3:12])[CH3:14])[CH:16]=[CH:17][C:18]=2[OH:21])([CH3:8])[CH3:7])=[CH:4][CH:3]=1, predict the reactants needed to synthesize it. The reactants are: [Cl:1][C:2]1[CH:10]=[CH:9][C:5]([C:6]([CH3:8])=[CH2:7])=[CH:4][CH:3]=1.[C:11]([C:15]1[CH:20]=[CH:19][C:18]([OH:21])=[CH:17][CH:16]=1)([CH3:14])([CH3:13])[CH3:12]. (8) Given the product [CH:21]1([NH:20][C:15]2[CH:14]=[C:13]([C:3]3[CH:4]=[C:5]([CH3:8])[CH:6]=[CH:7][C:2]=3[CH3:1])[N:18]=[C:17]([NH2:19])[N:16]=2)[CH2:23][CH2:22]1, predict the reactants needed to synthesize it. The reactants are: [CH3:1][C:2]1[CH:7]=[CH:6][C:5]([CH3:8])=[CH:4][C:3]=1B(O)O.Cl[C:13]1[N:18]=[C:17]([NH2:19])[N:16]=[C:15]([NH:20][CH:21]2[CH2:23][CH2:22]2)[CH:14]=1.